Dataset: Forward reaction prediction with 1.9M reactions from USPTO patents (1976-2016). Task: Predict the product of the given reaction. (1) The product is: [CH2:1]([O:3][CH:4]([O:20][CH2:21][CH3:22])[C:5]1[CH:6]=[C:7]([Cl:30])[N:8]=[C:9]([S:11][CH2:12][C:13]2[CH:18]=[CH:17][CH:16]=[CH:15][CH:14]=2)[N:10]=1)[CH3:2]. Given the reactants [CH2:1]([O:3][CH:4]([O:20][CH2:21][CH3:22])[C:5]1[NH:10][C:9]([S:11][CH2:12][C:13]2[CH:18]=[CH:17][CH:16]=[CH:15][CH:14]=2)=[N:8][C:7](=O)[CH:6]=1)[CH3:2].CN(C)C=O.P(Cl)(Cl)([Cl:30])=O.C(=O)([O-])[O-].[Na+].[Na+], predict the reaction product. (2) Given the reactants O=C(CC)CC(OCC)=O.C(O)(=O)C(O)=O.C1(NN)CC1.[CH:22]1([C:25]2[N:29]([CH:30]([CH3:32])[CH3:31])[N:28]=[CH:27][C:26]=2[CH:33]=[O:34])[CH2:24]C1, predict the reaction product. The product is: [CH:30]1([N:29]2[C:25]([CH2:22][CH3:24])=[C:26]([CH:33]=[O:34])[CH:27]=[N:28]2)[CH2:31][CH2:32]1. (3) The product is: [F:3][C:4]1[CH:11]=[CH:10][C:7]([CH2:8][OH:9])=[CH:6][C:5]=1[N+:12]([O-:14])=[O:13]. Given the reactants [BH4-].[Na+].[F:3][C:4]1[CH:11]=[CH:10][C:7]([CH:8]=[O:9])=[CH:6][C:5]=1[N+:12]([O-:14])=[O:13].C(OCC)(=O)C, predict the reaction product.